From a dataset of Reaction yield outcomes from USPTO patents with 853,638 reactions. Predict the reaction yield, written as a fraction of the theoretical maximum amount of product (1.0 means a 100% yield; for example, 0.34 means a 34% yield). (1) The yield is 0.990. The product is [F:1][C:2]([F:8])([F:7])[CH2:3][CH2:4][C:10]1[CH:19]=[CH:18][C:13]([C:14]([O:16][CH3:17])=[O:15])=[CH:12][N:11]=1. The catalyst is O1CCCC1.C/C(/[O-])=C/C(C)=O.C/C(/[O-])=C/C(C)=O.C/C(/[O-])=C/C(C)=O.[Fe+3]. The reactants are [F:1][C:2]([F:8])([F:7])[CH2:3][CH2:4][Mg]Br.Cl[C:10]1[CH:19]=[CH:18][C:13]([C:14]([O:16][CH3:17])=[O:15])=[CH:12][N:11]=1.CN1CCCC1=O.O. (2) The reactants are Br[CH2:2][CH2:3][CH2:4][Cl:5].[F:6][C:7]([F:17])([F:16])[O:8][C:9]1[CH:14]=[CH:13][C:12]([OH:15])=[CH:11][CH:10]=1.C(=O)([O-])[O-].[K+].[K+]. The catalyst is CN1C(=O)CCC1. The product is [Cl:5][CH2:4][CH2:3][CH2:2][O:15][C:12]1[CH:13]=[CH:14][C:9]([O:8][C:7]([F:6])([F:16])[F:17])=[CH:10][CH:11]=1. The yield is 0.990. (3) The reactants are Cl.[C:2]([C:4]1[C:5](O)=[C:6]([C:10]2[N:20]=[CH:19][CH:18]=[CH:17][C:11]=2[C:12]([O:14][CH2:15][CH3:16])=[O:13])[CH:7]=[CH:8][CH:9]=1)#[N:3].CS([O:26][CH2:27][CH2:28][CH2:29][C:30]1[CH:35]=[C:34]([C:36]([CH3:39])([CH3:38])[CH3:37])[C:33]([O:40][CH2:41][O:42][CH3:43])=[C:32]([C:44]([CH3:47])([CH3:46])[CH3:45])[CH:31]=1)(=O)=O.C(=O)([O-])[O-].[K+].[K+]. The catalyst is CN(C=O)C. The product is [C:2]([C:4]1[CH:5]=[C:6]([C:10]2[N:20]=[CH:19][CH:18]=[CH:17][C:11]=2[C:12]([O:14][CH2:15][CH3:16])=[O:13])[CH:7]=[CH:8][C:9]=1[O:26][CH2:27][CH2:28][CH2:29][C:30]1[CH:35]=[C:34]([C:36]([CH3:39])([CH3:37])[CH3:38])[C:33]([O:40][CH2:41][O:42][CH3:43])=[C:32]([C:44]([CH3:47])([CH3:46])[CH3:45])[CH:31]=1)#[N:3]. The yield is 0.880. (4) The reactants are [CH3:1][N:2]([CH3:12])[CH2:3][CH2:4][N:5]1[C:9]([NH2:10])=[CH:8][C:7]([CH3:11])=[N:6]1.[C:13]1(=O)[CH2:18][CH2:17][CH2:16][CH2:15][CH2:14]1. The catalyst is C(O)(=O)C. The product is [C:13]1([C:8]2[C:7]([CH3:11])=[N:6][N:5]([CH2:4][CH2:3][N:2]([CH3:12])[CH3:1])[C:9]=2[NH2:10])[CH2:18][CH2:17][CH2:16][CH2:15][CH:14]=1. The yield is 0.750. (5) The reactants are [CH2:1]([O:8][C:9]1[CH:14]=[C:13]([CH2:15][CH:16]([N+:18]([O-])=O)[CH3:17])[CH:12]=[CH:11][C:10]=1[O:21][CH3:22])[C:2]1[CH:7]=[CH:6][CH:5]=[CH:4][CH:3]=1.O.NN. The catalyst is [Ni].CO. The product is [CH2:1]([O:8][C:9]1[CH:14]=[C:13]([CH2:15][CH:16]([NH2:18])[CH3:17])[CH:12]=[CH:11][C:10]=1[O:21][CH3:22])[C:2]1[CH:3]=[CH:4][CH:5]=[CH:6][CH:7]=1. The yield is 0.760. (6) The reactants are C(OC([N:8]1[C:17]2[C:12](=[CH:13][CH:14]=[C:15]([NH:18][C:19]([C:21]3[C:30](=[O:31])[C:29]4[C:24](=[CH:25][CH:26]=[CH:27][CH:28]=4)[NH:23][CH:22]=3)=[O:20])[CH:16]=2)[CH2:11][CH2:10][CH2:9]1)=O)(C)(C)C.C(O)(C(F)(F)F)=O. The catalyst is C(Cl)Cl. The product is [O:31]=[C:30]1[C:29]2[C:24](=[CH:25][CH:26]=[CH:27][CH:28]=2)[NH:23][CH:22]=[C:21]1[C:19]([NH:18][C:15]1[CH:16]=[C:17]2[C:12]([CH2:11][CH2:10][CH2:9][NH:8]2)=[CH:13][CH:14]=1)=[O:20]. The yield is 0.320. (7) The reactants are [Si]([O:8][CH2:9][C:10]1[N:11]=[C:12]([C:15]2[CH:25]=[CH:24][C:18]([C:19]([N:21]([CH3:23])[CH3:22])=[O:20])=[CH:17][CH:16]=2)[S:13][CH:14]=1)(C(C)(C)C)(C)C.F.F.F.C(N(CC)CC)C. The catalyst is O1CCCC1. The product is [OH:8][CH2:9][C:10]1[N:11]=[C:12]([C:15]2[CH:16]=[CH:17][C:18]([C:19]([N:21]([CH3:22])[CH3:23])=[O:20])=[CH:24][CH:25]=2)[S:13][CH:14]=1. The yield is 0.880.